From a dataset of Reaction yield outcomes from USPTO patents with 853,638 reactions. Predict the reaction yield, written as a fraction of the theoretical maximum amount of product (1.0 means a 100% yield; for example, 0.34 means a 34% yield). (1) The reactants are Cl[C:2]1[N:7]=[CH:6][C:5](/[CH:8]=[CH:9]/[C:10]2[CH:11]=[C:12]([CH:17]=[C:18]([O:21][CH3:22])[C:19]=2[F:20])[C:13]([O:15][CH3:16])=[O:14])=[CH:4][N:3]=1.[CH2:23]([N:25]1[CH:29]=[C:28]([NH2:30])[CH:27]=[N:26]1)[CH3:24].C1(C)C=CC(S(O)(=O)=O)=CC=1. The catalyst is CC(O)C. The product is [CH2:23]([N:25]1[CH:29]=[C:28]([NH:30][C:2]2[N:7]=[CH:6][C:5](/[CH:8]=[CH:9]/[C:10]3[CH:11]=[C:12]([CH:17]=[C:18]([O:21][CH3:22])[C:19]=3[F:20])[C:13]([O:15][CH3:16])=[O:14])=[CH:4][N:3]=2)[CH:27]=[N:26]1)[CH3:24]. The yield is 0.704. (2) The yield is 0.610. The product is [CH2:1]([O:3][CH:4]([N:6]1[CH:10]=[C:9](/[CH:13]=[CH:12]/[C:14]2[CH:21]=[CH:20][C:17]([C:18]#[N:19])=[CH:16][CH:15]=2)[CH:8]=[N:7]1)[CH3:5])[CH3:2]. The reactants are [CH2:1]([O:3][CH:4]([N:6]1[CH:10]=[C:9](I)[CH:8]=[N:7]1)[CH3:5])[CH3:2].[CH:12]([C:14]1[CH:21]=[CH:20][C:17]([C:18]#[N:19])=[CH:16][CH:15]=1)=[CH2:13].[Br-].C([O-])(=O)C.C(=O)([O-])[O-].[K+].[K+]. No catalyst specified. (3) The reactants are [CH3:1][O:2][C:3]1[C:12]2[C:7](=[CH:8][CH:9]=[CH:10][CH:11]=2)[C:6]([C:13]2[O:14][C:15](=[O:23])[C:16]3[N:22]=[CH:21][CH:20]=[CH:19][C:17]=3[N:18]=2)=[CH:5][CH:4]=1.[O:24]1[CH2:28][CH2:27][CH2:26][CH:25]1[CH2:29][NH2:30]. No catalyst specified. The product is [CH3:1][O:2][C:3]1[C:12]2[C:7](=[CH:8][CH:9]=[CH:10][CH:11]=2)[C:6]([C:13]([NH:18][C:17]2[C:16]([C:15]([NH:30][CH2:29][CH:25]3[CH2:26][CH2:27][CH2:28][O:24]3)=[O:23])=[N:22][CH:21]=[CH:20][CH:19]=2)=[O:14])=[CH:5][CH:4]=1. The yield is 0.280. (4) The reactants are [C:1]([C:9]1[CH:47]=[CH:46][C:12]([CH2:13][C@H:14]([C:23]([NH:25][C:26]2[CH:27]=[N:28][CH:29]=[C:30]([C:32]([C:34]3[C:42]4[CH:41]=[N:40][CH:39]=[N:38][C:37]=4[N:36]([CH:43]([CH3:45])[CH3:44])[CH:35]=3)=[O:33])[CH:31]=2)=[O:24])[NH:15]C(OC(C)(C)C)=O)=[CH:11][CH:10]=1)(=[O:8])[C:2]1[CH:7]=[CH:6][CH:5]=[CH:4][CH:3]=1.Cl. The catalyst is O1CCOCC1. The product is [C:1]([C:9]1[CH:10]=[CH:11][C:12]([CH2:13][C@H:14]([C:23]([NH:25][C:26]2[CH:27]=[N:28][CH:29]=[C:30]([C:32]([C:34]3[C:42]4[CH:41]=[N:40][CH:39]=[N:38][C:37]=4[N:36]([CH:43]([CH3:44])[CH3:45])[CH:35]=3)=[O:33])[CH:31]=2)=[O:24])[NH2:15])=[CH:46][CH:47]=1)(=[O:8])[C:2]1[CH:3]=[CH:4][CH:5]=[CH:6][CH:7]=1. The yield is 0.560.